This data is from Full USPTO retrosynthesis dataset with 1.9M reactions from patents (1976-2016). The task is: Predict the reactants needed to synthesize the given product. (1) Given the product [F:1][C:2]1[CH:3]=[C:4]2[C:8](=[C:9]([CH3:11])[CH:10]=1)[NH:7][CH:6]=[C:5]2[C:17]1[CH:18]=[CH:13][N:14]=[C:15]([NH:19][CH:20]2[CH2:25][C:24]([CH3:27])([CH3:26])[NH:23][C:22]([CH3:29])([CH3:28])[CH2:21]2)[N:16]=1, predict the reactants needed to synthesize it. The reactants are: [F:1][C:2]1[CH:3]=[C:4]2[C:8](=[C:9]([CH3:11])[CH:10]=1)[NH:7][CH:6]=[CH:5]2.Cl[C:13]1[CH:18]=[CH:17][N:16]=[C:15]([NH:19][CH:20]2[CH2:25][C:24]([CH3:27])([CH3:26])[NH:23][C:22]([CH3:29])([CH3:28])[CH2:21]2)[N:14]=1.CCCC[N+](CCCC)(CCCC)CCCC.[F-]. (2) Given the product [C:1]([O:5][C:6]([NH:7][C@H:8]1[CH2:9][CH2:10][C@H:11]([CH2:14][O:15][C:29]([C:23]2[CH:24]=[N:25][C:26]3[C:21]([CH:22]=2)=[CH:20][C:19]([O:18][CH3:17])=[CH:28][CH:27]=3)=[O:30])[CH2:12][CH2:13]1)=[O:16])([CH3:4])([CH3:2])[CH3:3], predict the reactants needed to synthesize it. The reactants are: [C:1]([O:5][C:6](=[O:16])[NH:7][C@H:8]1[CH2:13][CH2:12][C@H:11]([CH2:14][OH:15])[CH2:10][CH2:9]1)([CH3:4])([CH3:3])[CH3:2].[CH3:17][O:18][C:19]1[CH:20]=[C:21]2[C:26](=[CH:27][CH:28]=1)[N:25]=[CH:24][C:23]([C:29](O)=[O:30])=[CH:22]2.ON1C2C=CC=CC=2N=N1.Cl.CN(C)CCCN=C=NCC.C(N(CC)CC)C. (3) Given the product [CH:1]([C:4]1[CH:9]=[C:8]([N+:10]([O-:12])=[O:11])[CH:7]=[CH:6][C:5]=1[NH2:13])([CH3:3])[CH3:2], predict the reactants needed to synthesize it. The reactants are: [CH:1]([C:4]1[CH:9]=[C:8]([N+:10]([O-:12])=[O:11])[CH:7]=[CH:6][C:5]=1[NH:13]C(=O)C)([CH3:3])[CH3:2].Cl.